From a dataset of NCI-60 drug combinations with 297,098 pairs across 59 cell lines. Regression. Given two drug SMILES strings and cell line genomic features, predict the synergy score measuring deviation from expected non-interaction effect. (1) Drug 1: CC1=C(C(CCC1)(C)C)C=CC(=CC=CC(=CC(=O)O)C)C. Drug 2: N.N.Cl[Pt+2]Cl. Cell line: U251. Synergy scores: CSS=47.5, Synergy_ZIP=-0.576, Synergy_Bliss=-0.460, Synergy_Loewe=-13.8, Synergy_HSA=1.80. (2) Drug 1: C1=CN(C=N1)CC(O)(P(=O)(O)O)P(=O)(O)O. Drug 2: CC(C)(C#N)C1=CC(=CC(=C1)CN2C=NC=N2)C(C)(C)C#N. Cell line: SK-OV-3. Synergy scores: CSS=-3.73, Synergy_ZIP=-0.589, Synergy_Bliss=-4.32, Synergy_Loewe=-3.81, Synergy_HSA=-4.98.